This data is from NCI-60 drug combinations with 297,098 pairs across 59 cell lines. The task is: Regression. Given two drug SMILES strings and cell line genomic features, predict the synergy score measuring deviation from expected non-interaction effect. (1) Drug 1: CC1=CC=C(C=C1)C2=CC(=NN2C3=CC=C(C=C3)S(=O)(=O)N)C(F)(F)F. Drug 2: CS(=O)(=O)OCCCCOS(=O)(=O)C. Cell line: A498. Synergy scores: CSS=-1.54, Synergy_ZIP=-0.702, Synergy_Bliss=-2.08, Synergy_Loewe=-4.74, Synergy_HSA=-4.25. (2) Drug 1: CS(=O)(=O)C1=CC(=C(C=C1)C(=O)NC2=CC(=C(C=C2)Cl)C3=CC=CC=N3)Cl. Drug 2: C1=CC(=CC=C1C#N)C(C2=CC=C(C=C2)C#N)N3C=NC=N3. Cell line: HOP-62. Synergy scores: CSS=6.27, Synergy_ZIP=-1.01, Synergy_Bliss=3.25, Synergy_Loewe=3.24, Synergy_HSA=1.46. (3) Drug 2: C1C(C(OC1N2C=NC(=NC2=O)N)CO)O. Cell line: A549. Synergy scores: CSS=58.8, Synergy_ZIP=6.16, Synergy_Bliss=5.17, Synergy_Loewe=-20.2, Synergy_HSA=6.17. Drug 1: CC1=C2C(C(=O)C3(C(CC4C(C3C(C(C2(C)C)(CC1OC(=O)C(C(C5=CC=CC=C5)NC(=O)OC(C)(C)C)O)O)OC(=O)C6=CC=CC=C6)(CO4)OC(=O)C)OC)C)OC. (4) Synergy scores: CSS=-4.65, Synergy_ZIP=0.384, Synergy_Bliss=-3.14, Synergy_Loewe=-5.77, Synergy_HSA=-5.19. Drug 1: CCCS(=O)(=O)NC1=C(C(=C(C=C1)F)C(=O)C2=CNC3=C2C=C(C=N3)C4=CC=C(C=C4)Cl)F. Cell line: MDA-MB-231. Drug 2: CC1=C(C=C(C=C1)NC(=O)C2=CC=C(C=C2)CN3CCN(CC3)C)NC4=NC=CC(=N4)C5=CN=CC=C5.